This data is from Forward reaction prediction with 1.9M reactions from USPTO patents (1976-2016). The task is: Predict the product of the given reaction. Given the reactants [CH2:1]([Mg]Br)[CH3:2].[C:5]([O:9][C:10]([NH:12][C@H:13]1[CH2:18][CH2:17][CH2:16][CH2:15][C@H:14]1[NH:19][C:20]1[N:25]=[C:24]([C:26]#[N:27])[C:23]([C:28](OC)=[O:29])=[C:22]([NH:32][C:33]2[CH:34]=[C:35]([CH3:39])[CH:36]=[CH:37][CH:38]=2)[N:21]=1)=[O:11])([CH3:8])([CH3:7])[CH3:6], predict the reaction product. The product is: [O:29]=[C:28]1[C:23]2[C:22]([NH:32][C:33]3[CH:34]=[C:35]([CH3:39])[CH:36]=[CH:37][CH:38]=3)=[N:21][C:20]([NH:19][C@@H:14]3[CH2:15][CH2:16][CH2:17][CH2:18][C@@H:13]3[NH:12][C:10](=[O:11])[O:9][C:5]([CH3:8])([CH3:6])[CH3:7])=[N:25][C:24]=2[C:26]2([CH2:2][CH2:1]2)[NH:27]1.